This data is from Full USPTO retrosynthesis dataset with 1.9M reactions from patents (1976-2016). The task is: Predict the reactants needed to synthesize the given product. (1) The reactants are: [CH2:1]([C@@H:5]1[CH2:9][N:8]([CH:10]2[CH2:15][CH2:14][O:13][CH2:12][CH2:11]2)[C:7](=[O:16])[N:6]1[CH:17]1[CH2:22][CH2:21][NH:20][CH2:19][CH2:18]1)[CH:2]([CH3:4])[CH3:3].[CH3:23][O:24][C:25](=[O:41])[C:26]1[CH:31]=[CH:30][C:29]([S:32][C:33]2[CH:38]=[CH:37][C:36]([CH2:39]Br)=[CH:35][N:34]=2)=[CH:28][CH:27]=1.CCN(C(C)C)C(C)C. Given the product [CH3:23][O:24][C:25](=[O:41])[C:26]1[CH:31]=[CH:30][C:29]([S:32][C:33]2[CH:38]=[CH:37][C:36]([CH2:39][N:20]3[CH2:19][CH2:18][CH:17]([N:6]4[C@H:5]([CH2:1][CH:2]([CH3:4])[CH3:3])[CH2:9][N:8]([CH:10]5[CH2:11][CH2:12][O:13][CH2:14][CH2:15]5)[C:7]4=[O:16])[CH2:22][CH2:21]3)=[CH:35][N:34]=2)=[CH:28][CH:27]=1, predict the reactants needed to synthesize it. (2) Given the product [O:8]1[CH2:11][CH:10]([N:12]2[CH2:17][CH2:16][NH:15][CH2:14][CH2:13]2)[CH2:9]1, predict the reactants needed to synthesize it. The reactants are: FC(F)(F)C(O)=O.[O:8]1[CH2:11][CH:10]([N:12]2[CH2:17][CH2:16][N:15](C(OC(C)(C)C)=O)[CH2:14][CH2:13]2)[CH2:9]1. (3) Given the product [CH3:37][C:31]([O:13][C:14]1[CH:15]=[CH:16][C:17]([O:18][C:19]2[CH:20]=[CH:21][C:22]([C:23](=[O:25])[NH:8][CH2:7][C:6]3[CH:9]=[CH:10][C:3]([C:2]([F:11])([F:12])[F:1])=[CH:4][CH:5]=3)=[CH:26][CH:27]=2)=[CH:28][CH:29]=1)([CH3:38])[C:32]([OH:34])=[O:33], predict the reactants needed to synthesize it. The reactants are: [F:1][C:2]([F:12])([F:11])[C:3]1[CH:10]=[CH:9][C:6]([CH2:7][NH2:8])=[CH:5][CH:4]=1.[OH:13][C:14]1[CH:29]=[CH:28][C:17]([O:18][C:19]2[CH:27]=[CH:26][C:22]([C:23]([OH:25])=O)=[CH:21][CH:20]=2)=[CH:16][CH:15]=1.Br[C:31]([CH3:38])([CH3:37])[C:32]([O:34]CC)=[O:33]. (4) Given the product [F:1][C:2]1[CH:3]=[CH:4][C:5]([N:8]2[C:16]3[C:11](=[CH:12][C:13]([O:17][C@H:18]([C:22]4[CH:23]=[CH:24][CH:25]=[CH:26][CH:27]=4)[C@@H:19]([NH:21][C:32]([CH:28]4[CH2:31][CH2:30][CH2:29]4)=[O:33])[CH3:20])=[CH:14][CH:15]=3)[CH:10]=[N:9]2)=[CH:6][CH:7]=1, predict the reactants needed to synthesize it. The reactants are: [F:1][C:2]1[CH:7]=[CH:6][C:5]([N:8]2[C:16]3[C:11](=[CH:12][C:13]([O:17][C@@H:18]([C:22]4[CH:27]=[CH:26][CH:25]=[CH:24][CH:23]=4)[C@H:19]([NH2:21])[CH3:20])=[CH:14][CH:15]=3)[CH:10]=[N:9]2)=[CH:4][CH:3]=1.[CH:28]1([C:32](Cl)=[O:33])[CH2:31][CH2:30][CH2:29]1.